Task: Predict the reaction yield, written as a fraction of the theoretical maximum amount of product (1.0 means a 100% yield; for example, 0.34 means a 34% yield).. Dataset: Reaction yield outcomes from USPTO patents with 853,638 reactions (1) The reactants are [F:1][C:2]1[C:3]([NH2:17])=[N:4][C:5]([O:8][CH2:9][C:10]2[CH:15]=[CH:14][C:13]([F:16])=[CH:12][CH:11]=2)=[N:6][CH:7]=1.[H-].[Na+].[C:20](=O)([O:28]C1C=CC=CC=1)[O:21][C:22]1[CH:27]=[CH:26][CH:25]=[CH:24][CH:23]=1.CCOC(C)=O. The catalyst is C1COCC1. The product is [C:22]1([O:21][C:20](=[O:28])[NH:17][C:3]2[C:2]([F:1])=[CH:7][N:6]=[C:5]([O:8][CH2:9][C:10]3[CH:11]=[CH:12][C:13]([F:16])=[CH:14][CH:15]=3)[N:4]=2)[CH:27]=[CH:26][CH:25]=[CH:24][CH:23]=1. The yield is 0.210. (2) The reactants are [NH2:1][CH:2]([CH2:5][OH:6])[CH2:3][OH:4].[Br:7][C:8]1[S:12][C:11]([S:13](Cl)(=[O:15])=[O:14])=[CH:10][CH:9]=1.C(N(CC)CC)C. The catalyst is C1COCC1. The product is [OH:4][CH2:3][CH:2]([NH:1][S:13]([C:11]1[S:12][C:8]([Br:7])=[CH:9][CH:10]=1)(=[O:15])=[O:14])[CH2:5][OH:6]. The yield is 0.720.